From a dataset of Reaction yield outcomes from USPTO patents with 853,638 reactions. Predict the reaction yield, written as a fraction of the theoretical maximum amount of product (1.0 means a 100% yield; for example, 0.34 means a 34% yield). The reactants are [NH2:1][C:2]1[CH:3]=[C:4]([C:8]2[C:16]3[C:11](=[CH:12][CH:13]=[C:14]([C:17]([NH2:19])=[O:18])[CH:15]=3)[N:10](C3CCCCO3)[N:9]=2)[CH:5]=[CH:6][CH:7]=1.Cl.[N:27]1[CH:32]=[CH:31][CH:30]=[CH:29][C:28]=1[CH2:33][C:34](O)=[O:35].CCN=C=NCCCN(C)C. No catalyst specified. The product is [N:27]1[CH:32]=[CH:31][CH:30]=[CH:29][C:28]=1[CH2:33][C:34]([NH:1][C:2]1[CH:3]=[C:4]([C:8]2[C:16]3[C:11](=[CH:12][CH:13]=[C:14]([C:17]([NH2:19])=[O:18])[CH:15]=3)[NH:10][N:9]=2)[CH:5]=[CH:6][CH:7]=1)=[O:35]. The yield is 0.100.